Task: Regression. Given two drug SMILES strings and cell line genomic features, predict the synergy score measuring deviation from expected non-interaction effect.. Dataset: NCI-60 drug combinations with 297,098 pairs across 59 cell lines (1) Drug 1: CN1CCC(CC1)COC2=C(C=C3C(=C2)N=CN=C3NC4=C(C=C(C=C4)Br)F)OC. Drug 2: CN(CC1=CN=C2C(=N1)C(=NC(=N2)N)N)C3=CC=C(C=C3)C(=O)NC(CCC(=O)O)C(=O)O. Cell line: KM12. Synergy scores: CSS=4.62, Synergy_ZIP=4.66, Synergy_Bliss=2.37, Synergy_Loewe=-6.60, Synergy_HSA=-0.117. (2) Drug 1: C1=CC(=C2C(=C1NCCNCCO)C(=O)C3=C(C=CC(=C3C2=O)O)O)NCCNCCO. Drug 2: C1CN1P(=S)(N2CC2)N3CC3. Cell line: TK-10. Synergy scores: CSS=25.4, Synergy_ZIP=-4.39, Synergy_Bliss=-5.55, Synergy_Loewe=-20.4, Synergy_HSA=-4.41. (3) Drug 1: CCC1=C2CN3C(=CC4=C(C3=O)COC(=O)C4(CC)O)C2=NC5=C1C=C(C=C5)O. Drug 2: CN(CC1=CN=C2C(=N1)C(=NC(=N2)N)N)C3=CC=C(C=C3)C(=O)NC(CCC(=O)O)C(=O)O. Cell line: MDA-MB-435. Synergy scores: CSS=32.6, Synergy_ZIP=0.487, Synergy_Bliss=0.724, Synergy_Loewe=-12.5, Synergy_HSA=-1.41. (4) Drug 1: C1=NC2=C(N1)C(=S)N=C(N2)N. Drug 2: CCC1(CC2CC(C3=C(CCN(C2)C1)C4=CC=CC=C4N3)(C5=C(C=C6C(=C5)C78CCN9C7C(C=CC9)(C(C(C8N6C=O)(C(=O)OC)O)OC(=O)C)CC)OC)C(=O)OC)O.OS(=O)(=O)O. Cell line: SK-MEL-28. Synergy scores: CSS=24.4, Synergy_ZIP=-5.67, Synergy_Bliss=1.46, Synergy_Loewe=-5.00, Synergy_HSA=1.80.